The task is: Predict the reactants needed to synthesize the given product.. This data is from Full USPTO retrosynthesis dataset with 1.9M reactions from patents (1976-2016). (1) Given the product [F:25][C:24]1([F:26])[C:4]2([CH2:5][C@@H:6]([C:16]([O:18][CH3:19])=[O:17])[N:7]([C:9]([O:11][C:12]([CH3:15])([CH3:13])[CH3:14])=[O:10])[CH2:8]2)[CH2:3]1, predict the reactants needed to synthesize it. The reactants are: [Na+].[I-].[CH2:3]=[C:4]1[CH2:8][N:7]([C:9]([O:11][C:12]([CH3:15])([CH3:14])[CH3:13])=[O:10])[C@H:6]([C:16]([O:18][CH3:19])=[O:17])[CH2:5]1.[Si]([C:24](F)([F:26])[F:25])(C)(C)C. (2) Given the product [N:3]1[CH:4]=[CH:5][N:6]=[CH:7][C:2]=1[N:11]1[CH2:10][CH2:9][N:8]([C:14]([O:16][C:17]([CH3:20])([CH3:19])[CH3:18])=[O:15])[CH2:13][CH2:12]1, predict the reactants needed to synthesize it. The reactants are: Cl[C:2]1[CH:7]=[N:6][CH:5]=[CH:4][N:3]=1.[N:8]1([C:14]([O:16][C:17]([CH3:20])([CH3:19])[CH3:18])=[O:15])[CH2:13][CH2:12][NH:11][CH2:10][CH2:9]1.C(=O)([O-])[O-].[K+].[K+].O1CCOCC1. (3) The reactants are: [CH3:1][Li].[CH3:3][C:4]1[CH:11]=[C:10]([N+:12]([O-:14])=[O:13])[CH:9]=[CH:8][C:5]=1[CH:6]=[O:7]. Given the product [CH3:3][C:4]1[CH:11]=[C:10]([N+:12]([O-:14])=[O:13])[CH:9]=[CH:8][C:5]=1[CH:6]([OH:7])[CH3:1], predict the reactants needed to synthesize it. (4) Given the product [CH2:33]([O:32][C:30](=[O:31])[NH:29][CH:27]([C:26](=[O:40])[NH:25][C:23]1[N:22]([C:41]([CH3:43])([CH3:42])[CH3:44])[N:21]=[C:20]([C:11]2([C:14]3[CH:15]=[CH:16][CH:17]=[CH:18][CH:19]=3)[CH2:12][CH2:13][NH:8][CH2:9][CH2:10]2)[CH:24]=1)[CH3:28])[C:34]1[CH:39]=[CH:38][CH:37]=[CH:36][CH:35]=1, predict the reactants needed to synthesize it. The reactants are: C(OC([N:8]1[CH2:13][CH2:12][C:11]([C:20]2[CH:24]=[C:23]([NH:25][C:26](=[O:40])[CH:27]([NH:29][C:30]([O:32][CH2:33][C:34]3[CH:39]=[CH:38][CH:37]=[CH:36][CH:35]=3)=[O:31])[CH3:28])[N:22]([C:41]([CH3:44])([CH3:43])[CH3:42])[N:21]=2)([C:14]2[CH:19]=[CH:18][CH:17]=[CH:16][CH:15]=2)[CH2:10][CH2:9]1)=O)(C)(C)C.C([O-])(O)=O.[Na+]. (5) Given the product [ClH:45].[ClH:45].[NH2:19][CH:16]1[CH2:17][CH2:18][C:13]([C:12]#[C:11][C:6]2[CH:7]=[N:8][CH:9]=[CH:10][C:5]=2[O:4][C:3]2[CH:27]=[CH:28][C:29]([NH:31][C:32]([NH:34][C:35](=[O:44])[CH2:36][C:37]3[CH:38]=[CH:39][C:40]([F:43])=[CH:41][CH:42]=3)=[O:33])=[CH:30][C:2]=2[F:1])=[CH:14][CH2:15]1, predict the reactants needed to synthesize it. The reactants are: [F:1][C:2]1[CH:30]=[C:29]([NH:31][C:32]([NH:34][C:35](=[O:44])[CH2:36][C:37]2[CH:42]=[CH:41][C:40]([F:43])=[CH:39][CH:38]=2)=[O:33])[CH:28]=[CH:27][C:3]=1[O:4][C:5]1[CH:10]=[CH:9][N:8]=[CH:7][C:6]=1[C:11]#[C:12][C:13]1[CH2:18][CH2:17][CH:16]([NH:19]C(=O)OC(C)(C)C)[CH2:15][CH:14]=1.[ClH:45].O1CCOCC1.